This data is from Forward reaction prediction with 1.9M reactions from USPTO patents (1976-2016). The task is: Predict the product of the given reaction. (1) Given the reactants [CH3:1][O:2][C:3]([C:5]1[S:6][C:7]([C:11]2[CH:16]=[CH:15][C:14]([F:17])=[CH:13][CH:12]=2)=[CH:8][C:9]=1[NH2:10])=[O:4].CO[C:20]([CH3:22])=[CH2:21].CC(O)=O.[BH-](OC(C)=O)(OC(C)=O)OC(C)=O.[Na+].C([O-])(O)=O.[Na+], predict the reaction product. The product is: [CH3:1][O:2][C:3]([C:5]1[S:6][C:7]([C:11]2[CH:16]=[CH:15][C:14]([F:17])=[CH:13][CH:12]=2)=[CH:8][C:9]=1[NH:10][CH:20]([CH3:22])[CH3:21])=[O:4]. (2) The product is: [F:1][C:2]1[S:6][C:5]([C:7](=[O:8])[CH3:13])=[CH:4][CH:3]=1. Given the reactants [F:1][C:2]1[S:6][C:5]([C:7](N(OC)C)=[O:8])=[CH:4][CH:3]=1.[CH3:13][Mg]Br, predict the reaction product. (3) Given the reactants [C:1]([C:3]1[CH:4]=[C:5]([NH:9][C:10](=[O:32])[NH:11][C:12]2[CH:17]=[CH:16][C:15]([S:18]([NH:21][C:22]3[CH:27]=[CH:26][C:25]([S:28](=[O:31])(=[O:30])[NH2:29])=[CH:24][CH:23]=3)(=[O:20])=[O:19])=[CH:14][CH:13]=2)[CH:6]=[CH:7][CH:8]=1)#[N:2].[NH:33]1[CH2:38][CH2:37][O:36][CH2:35][CH2:34]1.CCN(C(C)C)C(C)C, predict the reaction product. The product is: [NH:2]=[C:1]([N:33]1[CH2:38][CH2:37][O:36][CH2:35][CH2:34]1)[C:3]1[CH:4]=[C:5]([NH:9][C:10](=[O:32])[NH:11][C:12]2[CH:17]=[CH:16][C:15]([S:18]([NH:21][C:22]3[CH:27]=[CH:26][C:25]([S:28](=[O:30])(=[O:31])[NH2:29])=[CH:24][CH:23]=3)(=[O:20])=[O:19])=[CH:14][CH:13]=2)[CH:6]=[CH:7][CH:8]=1. (4) Given the reactants [Li]CCCC.CCCCCC.[CH3:12][C:13]1[CH:17]=[CH:16][N:15]([CH:18]2[CH2:23][CH2:22][CH2:21][CH2:20][O:19]2)[N:14]=1.CO[B:26]1[O:30][C:29]([CH3:32])([CH3:31])[C:28]([CH3:34])([CH3:33])[O:27]1, predict the reaction product. The product is: [CH3:12][C:13]1[CH:17]=[C:16]([B:26]2[O:30][C:29]([CH3:32])([CH3:31])[C:28]([CH3:34])([CH3:33])[O:27]2)[N:15]([CH:18]2[CH2:23][CH2:22][CH2:21][CH2:20][O:19]2)[N:14]=1. (5) Given the reactants [F:1][C:2]1[CH:7]=[CH:6][CH:5]=[C:4]([F:8])[C:3]=1[N:9]1[C:14]2[N:15]=[C:16](S(C)=O)[N:17]=[C:18]([C:19]3[CH:20]=[C:21]([CH:28]=[CH:29][C:30]=3[CH3:31])[C:22]([NH:24][CH2:25][CH2:26][CH3:27])=[O:23])[C:13]=2[CH2:12][NH:11][C:10]1=[O:35].[CH3:36][N:37]([CH3:43])[CH2:38][CH2:39][CH2:40][NH:41][CH3:42], predict the reaction product. The product is: [F:1][C:2]1[CH:7]=[CH:6][CH:5]=[C:4]([F:8])[C:3]=1[N:9]1[C:14]2[N:15]=[C:16]([N:41]([CH2:40][CH2:39][CH2:38][N:37]([CH3:43])[CH3:36])[CH3:42])[N:17]=[C:18]([C:19]3[CH:20]=[C:21]([CH:28]=[CH:29][C:30]=3[CH3:31])[C:22]([NH:24][CH2:25][CH2:26][CH3:27])=[O:23])[C:13]=2[CH2:12][NH:11][C:10]1=[O:35]. (6) Given the reactants [C:1]([O:7][CH2:8][C@H:9]1[CH2:14][C@@H:13]([O:15][C:16](=[O:21])[C:17]([CH3:20])([CH3:19])[CH3:18])[CH2:12][CH2:11][C@@:10]1([C@H:23]1[CH2:35][CH2:34][C@@:33]2([CH3:36])[C@@H:25]([CH2:26][C:27]3[C:28]2=[N:29][CH:30]=[CH:31][CH:32]=3)[C@@H:24]1[CH2:37][OH:38])[CH3:22])(=[O:6])[C:2]([CH3:5])([CH3:4])[CH3:3].[CH3:39][S:40](Cl)(=[O:42])=[O:41], predict the reaction product. The product is: [C:1]([O:7][CH2:8][C@H:9]1[CH2:14][C@@H:13]([O:15][C:16](=[O:21])[C:17]([CH3:20])([CH3:19])[CH3:18])[CH2:12][CH2:11][C@:10]1([CH3:22])[C@H:23]1[CH2:35][CH2:34][C@@:33]2([CH3:36])[C@@H:25]([CH2:26][C:27]3[C:28]2=[N:29][CH:30]=[CH:31][CH:32]=3)[C@@H:24]1[CH2:37][O:38][S:40]([CH3:39])(=[O:42])=[O:41])(=[O:6])[C:2]([CH3:3])([CH3:4])[CH3:5].